From a dataset of Forward reaction prediction with 1.9M reactions from USPTO patents (1976-2016). Predict the product of the given reaction. (1) Given the reactants CCN(CC)CC.[CH2:8]([O:10][C:11]([C:13]1[N:17]([CH3:18])[CH:16]=[C:15]([C:19](=[O:23])[C:20]([OH:22])=O)[C:14]=1[F:24])=[O:12])[CH3:9].[CH3:25][C:26]([NH2:29])([CH3:28])[CH3:27].CN(C(ON1N=NC2C=CC=NC1=2)=[N+](C)C)C.F[P-](F)(F)(F)(F)F, predict the reaction product. The product is: [C:26]([NH:29][C:20](=[O:22])[C:19]([C:15]1[C:14]([F:24])=[C:13]([C:11]([O:10][CH2:8][CH3:9])=[O:12])[N:17]([CH3:18])[CH:16]=1)=[O:23])([CH3:28])([CH3:27])[CH3:25]. (2) Given the reactants [Cl:1][C:2]1[CH:7]=[C:6]([Cl:8])[CH:5]=[CH:4][C:3]=1[C:9](=[O:24])[CH2:10][N:11]1[CH2:16][CH2:15][N:14]([C:17]([O:19][C:20]([CH3:23])([CH3:22])[CH3:21])=[O:18])[CH2:13][CH2:12]1, predict the reaction product. The product is: [Cl:1][C:2]1[CH:7]=[C:6]([Cl:8])[CH:5]=[CH:4][C:3]=1[C:9](=[O:24])[C:10]([N:11]1[CH2:12][CH2:13][N:14]([C:17]([O:19][C:20]([CH3:21])([CH3:23])[CH3:22])=[O:18])[CH2:15][CH2:16]1)=[CH:10][N:11]([CH3:16])[CH3:12]. (3) Given the reactants [C:1]([O:5][C:6](=[O:12])[CH2:7][CH2:8][C:9]([OH:11])=O)([CH3:4])([CH3:3])[CH3:2].Cl.[NH2:14][C@H:15]([CH2:22][C:23]1[CH:28]=[CH:27][C:26]([Br:29])=[CH:25][CH:24]=1)[CH2:16][C:17]([O:19][CH2:20][CH3:21])=[O:18].CN(C(ON1N=NC2C=CC=NC1=2)=[N+](C)C)C.F[P-](F)(F)(F)(F)F, predict the reaction product. The product is: [Br:29][C:26]1[CH:25]=[CH:24][C:23]([CH2:22][C@@H:15]([NH:14][C:9](=[O:11])[CH2:8][CH2:7][C:6]([O:5][C:1]([CH3:2])([CH3:3])[CH3:4])=[O:12])[CH2:16][C:17]([O:19][CH2:20][CH3:21])=[O:18])=[CH:28][CH:27]=1.